Dataset: NCI-60 drug combinations with 297,098 pairs across 59 cell lines. Task: Regression. Given two drug SMILES strings and cell line genomic features, predict the synergy score measuring deviation from expected non-interaction effect. (1) Drug 1: CCC(=C(C1=CC=CC=C1)C2=CC=C(C=C2)OCCN(C)C)C3=CC=CC=C3.C(C(=O)O)C(CC(=O)O)(C(=O)O)O. Drug 2: CN1C2=C(C=C(C=C2)N(CCCl)CCCl)N=C1CCCC(=O)O.Cl. Cell line: RXF 393. Synergy scores: CSS=0.339, Synergy_ZIP=-0.315, Synergy_Bliss=-0.507, Synergy_Loewe=-3.70, Synergy_HSA=-2.16. (2) Drug 1: CC1C(C(CC(O1)OC2CC(CC3=C2C(=C4C(=C3O)C(=O)C5=C(C4=O)C(=CC=C5)OC)O)(C(=O)CO)O)N)O.Cl. Drug 2: C1=CC(=CC=C1CCC2=CNC3=C2C(=O)NC(=N3)N)C(=O)NC(CCC(=O)O)C(=O)O. Cell line: EKVX. Synergy scores: CSS=2.91, Synergy_ZIP=-0.0968, Synergy_Bliss=0.883, Synergy_Loewe=-3.28, Synergy_HSA=-1.63. (3) Drug 2: CCC1=C2CN3C(=CC4=C(C3=O)COC(=O)C4(CC)O)C2=NC5=C1C=C(C=C5)O. Drug 1: CN(C)C1=NC(=NC(=N1)N(C)C)N(C)C. Synergy scores: CSS=14.5, Synergy_ZIP=1.75, Synergy_Bliss=8.27, Synergy_Loewe=-20.8, Synergy_HSA=3.19. Cell line: MALME-3M. (4) Drug 1: C1CN1P(=S)(N2CC2)N3CC3. Drug 2: CS(=O)(=O)CCNCC1=CC=C(O1)C2=CC3=C(C=C2)N=CN=C3NC4=CC(=C(C=C4)OCC5=CC(=CC=C5)F)Cl. Cell line: OVCAR-8. Synergy scores: CSS=17.7, Synergy_ZIP=-4.36, Synergy_Bliss=-0.746, Synergy_Loewe=-0.755, Synergy_HSA=0.129.